This data is from Reaction yield outcomes from USPTO patents with 853,638 reactions. The task is: Predict the reaction yield, written as a fraction of the theoretical maximum amount of product (1.0 means a 100% yield; for example, 0.34 means a 34% yield). (1) The reactants are [O:1]1[CH2:6][CH2:5][O:4][CH2:3][C@@H:2]1[CH2:7][O:8][N:9]1C(=O)C2C(=CC=CC=2)C1=O.O.NN. The catalyst is CO.ClCCl. The product is [O:1]1[CH2:6][CH2:5][O:4][CH2:3][C@@H:2]1[CH2:7][O:8][NH2:9]. The yield is 0.614. (2) The reactants are [Br:1][C:2]1[CH:3]=[CH:4][C:5](F)=[C:6]([CH:17]=1)[C:7]([C:9]1([OH:16])[CH2:14][CH2:13][C:12](=[O:15])[CH2:11][CH2:10]1)=[O:8].CC([O-])(C)C.[K+]. The catalyst is C1COCC1. The product is [Br:1][C:2]1[CH:3]=[CH:4][C:5]2[O:16][C:9]3([CH2:14][CH2:13][C:12](=[O:15])[CH2:11][CH2:10]3)[C:7](=[O:8])[C:6]=2[CH:17]=1. The yield is 0.410. (3) The catalyst is N1CCCCC1.C(O)C. The yield is 0.620. The reactants are [Cl:1][C:2]1[CH:3]=[C:4]([NH:9][C:10]2[C:11]3[CH2:18][C:17](=[O:19])[NH:16][C:12]=3[N:13]=[CH:14][N:15]=2)[CH:5]=[CH:6][C:7]=1[F:8].[CH2:20]([N:22]([CH2:37][CH3:38])[CH2:23][CH2:24][NH:25][C:26]([C:28]1[C:32]([CH3:33])=[C:31]([CH:34]=O)[NH:30][C:29]=1[CH3:36])=[O:27])[CH3:21]. The product is [CH2:37]([N:22]([CH2:20][CH3:21])[CH2:23][CH2:24][NH:25][C:26]([C:28]1[C:32]([CH3:33])=[C:31]([CH:34]=[C:18]2[C:11]3[C:10]([NH:9][C:4]4[CH:5]=[CH:6][C:7]([F:8])=[C:2]([Cl:1])[CH:3]=4)=[N:15][CH:14]=[N:13][C:12]=3[NH:16][C:17]2=[O:19])[NH:30][C:29]=1[CH3:36])=[O:27])[CH3:38]. (4) The reactants are [F:1][C:2]1[CH:7]=[CH:6][C:5]([N:8]2[C:12]3[CH:13]=[N:14][CH:15]=[C:16]([C:17]([OH:19])=O)[C:11]=3[CH:10]=[N:9]2)=[CH:4][CH:3]=1.Cl.[CH3:21][S:22]([C:25]1[CH:30]=[C:29]([CH2:31][NH2:32])[CH:28]=[CH:27][N:26]=1)(=[O:24])=[O:23].CN1CCOCC1.CCCP(=O)=O. The catalyst is O.CN1C(=O)CCC1. The product is [CH3:21][S:22]([C:25]1[CH:30]=[C:29]([CH2:31][NH:32][C:17]([C:16]2[C:11]3[CH:10]=[N:9][N:8]([C:5]4[CH:4]=[CH:3][C:2]([F:1])=[CH:7][CH:6]=4)[C:12]=3[CH:13]=[N:14][CH:15]=2)=[O:19])[CH:28]=[CH:27][N:26]=1)(=[O:24])=[O:23]. The yield is 0.880. (5) The reactants are [Li+].C[Si]([N-][Si](C)(C)C)(C)C.F[C:12]1[C:17]([C:18]2[N:23]=[C:22]([CH3:24])[N:21]=[C:20]([N:25]([CH2:35][C:36]3[CH:41]=[CH:40][C:39]([O:42][CH3:43])=[CH:38][CH:37]=3)[CH2:26][C:27]3[CH:32]=[CH:31][C:30]([O:33][CH3:34])=[CH:29][CH:28]=3)[N:19]=2)=[CH:16][C:15]([CH2:44][N:45]2[CH2:50][CH2:49][N:48]([S:51]([CH3:54])(=[O:53])=[O:52])[CH2:47][CH2:46]2)=[CH:14][N:13]=1.[NH2:55][C:56]1[CH:57]=[CH:58][C:59]([NH:62][C:63](=[O:69])[O:64][C:65]([CH3:68])([CH3:67])[CH3:66])=[N:60][CH:61]=1. The catalyst is C1COCC1. The product is [CH3:34][O:33][C:30]1[CH:31]=[CH:32][C:27]([CH2:26][N:25]([CH2:35][C:36]2[CH:41]=[CH:40][C:39]([O:42][CH3:43])=[CH:38][CH:37]=2)[C:20]2[N:21]=[C:22]([CH3:24])[N:23]=[C:18]([C:17]3[C:12]([NH:55][C:56]4[CH:57]=[CH:58][C:59]([NH:62][C:63](=[O:69])[O:64][C:65]([CH3:67])([CH3:66])[CH3:68])=[N:60][CH:61]=4)=[N:13][CH:14]=[C:15]([CH2:44][N:45]4[CH2:50][CH2:49][N:48]([S:51]([CH3:54])(=[O:53])=[O:52])[CH2:47][CH2:46]4)[CH:16]=3)[N:19]=2)=[CH:28][CH:29]=1. The yield is 0.460. (6) The reactants are [NH2:1][C@H:2]1[CH2:7][CH2:6][N:5]([CH2:8][CH2:9][N:10]2[C:19]3[C:14](=[C:15]([F:21])[CH:16]=[C:17]([F:20])[CH:18]=3)[CH:13]=[CH:12][C:11]2=[O:22])[CH2:4][C@H:3]1[O:23][CH3:24].[O:25]=[C:26]1[CH2:31][O:30][C:29]2[CH:32]=[CH:33][C:34]([CH:36]=O)=[N:35][C:28]=2[NH:27]1.C(O[BH-](OC(=O)C)OC(=O)C)(=O)C.[Na+].CO. The catalyst is ClCCl. The product is [F:21][C:15]1[CH:16]=[C:17]([F:20])[CH:18]=[C:19]2[C:14]=1[CH:13]=[CH:12][C:11](=[O:22])[N:10]2[CH2:9][CH2:8][N:5]1[CH2:6][CH2:7][C@H:2]([NH:1][CH2:36][C:34]2[CH:33]=[CH:32][C:29]3[O:30][CH2:31][C:26](=[O:25])[NH:27][C:28]=3[N:35]=2)[C@H:3]([O:23][CH3:24])[CH2:4]1. The yield is 0.570. (7) The reactants are [CH3:1][N:2]([CH3:6])[CH2:3][CH2:4][OH:5].[O:7]1[CH2:12][CH2:11][CH:10]([O:13][C:14](=[O:44])[NH:15][CH2:16][C@H:17]2[CH2:22][CH2:21][C@H:20]([CH2:23][NH:24][C:25]([C:27]3[C:36]4[C:31](=[CH:32][CH:33]=[CH:34][CH:35]=4)[N:30]=[C:29]([C:37]4[CH:38]=[N:39][C:40](F)=[CH:41][CH:42]=4)[CH:28]=3)=[O:26])[CH2:19][CH2:18]2)[CH2:9][CH2:8]1. The catalyst is C1COCC1.[OH-].[K+].C(#N)C. The product is [CH3:1][N:2]([CH3:6])[CH2:3][CH2:4][O:5][C:40]1[N:39]=[CH:38][C:37]([C:29]2[CH:28]=[C:27]([C:25]([NH:24][CH2:23][C@H:20]3[CH2:19][CH2:18][C@H:17]([CH2:16][NH:15][C:14](=[O:44])[O:13][CH:10]4[CH2:9][CH2:8][O:7][CH2:12][CH2:11]4)[CH2:22][CH2:21]3)=[O:26])[C:36]3[C:31](=[CH:32][CH:33]=[CH:34][CH:35]=3)[N:30]=2)=[CH:42][CH:41]=1. The yield is 0.0600.